Dataset: Forward reaction prediction with 1.9M reactions from USPTO patents (1976-2016). Task: Predict the product of the given reaction. (1) Given the reactants CS[C:3]1[N:8]=[CH:7][C:6]([C:9]([OH:11])=O)=[CH:5][N:4]=1.[NH2:12][C:13]1[CH:14]=[C:15]([CH:22]=[CH:23][C:24]=1[CH3:25])[C:16]([NH:18][CH:19]1[CH2:21][CH2:20]1)=[O:17].CN(C(ON1N=N[C:36]2[CH:37]=[CH:38][CH:39]=[N:40][C:35]1=2)=[N+](C)C)C.F[P-](F)(F)(F)(F)F.CCN(C(C)C)C(C)C.[C:59](=O)(O)[O-:60].[Na+], predict the reaction product. The product is: [CH:19]1([NH:18][C:16]([C:15]2[CH:22]=[CH:23][C:24]([CH3:25])=[C:13]([NH:12][C:9]([C:6]3[CH:7]=[N:8][C:3]([O:60][CH2:59][C:35]4[CH:36]=[CH:37][CH:38]=[CH:39][N:40]=4)=[N:4][CH:5]=3)=[O:11])[CH:14]=2)=[O:17])[CH2:20][CH2:21]1. (2) Given the reactants [Cl:1][C:2]1[C:7]([O:8][CH3:9])=[CH:6][C:5]([O:10][CH3:11])=[C:4]([Cl:12])[C:3]=1[C:13]1[N:18]=[CH:17][C:16]2[C:19](I)=[N:20][NH:21][C:15]=2[CH:14]=1.CC1(C)C(C)(C)OB([C:31]2[CH:32]=[CH:33][C:34]3[O:39][CH2:38][C:37](=[O:40])[NH:36][C:35]=3[CH:41]=2)O1, predict the reaction product. The product is: [Cl:1][C:2]1[C:7]([O:8][CH3:9])=[CH:6][C:5]([O:10][CH3:11])=[C:4]([Cl:12])[C:3]=1[C:13]1[N:18]=[CH:17][C:16]2[C:19]([C:31]3[CH:32]=[CH:33][C:34]4[O:39][CH2:38][C:37](=[O:40])[NH:36][C:35]=4[CH:41]=3)=[N:20][NH:21][C:15]=2[CH:14]=1. (3) Given the reactants [Br:1][C:2]1[CH:3]=[C:4]([CH:24]=[CH:25][CH:26]=1)[CH2:5][O:6][C:7]1[CH:20]=[CH:19][C:10]([O:11][C:12]2[CH:17]=[CH:16][C:15]([OH:18])=[CH:14][CH:13]=2)=[C:9]([N+:21]([O-])=O)[CH:8]=1.[Cl-].[NH4+], predict the reaction product. The product is: [NH2:21][C:9]1[CH:8]=[C:7]([O:6][CH2:5][C:4]2[CH:24]=[CH:25][CH:26]=[C:2]([Br:1])[CH:3]=2)[CH:20]=[CH:19][C:10]=1[O:11][C:12]1[CH:17]=[CH:16][C:15]([OH:18])=[CH:14][CH:13]=1. (4) Given the reactants C1(P(C2C=CC=CC=2)C2C=CC=CC=2)C=CC=CC=1.N(C(OC(C)C)=O)=NC(OC(C)C)=O.[CH2:34]([O:41][C:42]1[C:47]([CH2:48][N:49]([CH2:63][CH2:64][OH:65])[C:50](=[O:62])[C:51]2[C:56](O)=[CH:55][CH:54]=[C:53]([O:58][CH2:59][CH3:60])[C:52]=2[CH3:61])=[C:46]([CH3:66])[CH:45]=[C:44]([CH3:67])[N:43]=1)[C:35]1[CH:40]=[CH:39][CH:38]=[CH:37][CH:36]=1, predict the reaction product. The product is: [CH2:34]([O:41][C:42]1[C:47]([CH2:48][N:49]2[C:50](=[O:62])[C:51]3[C:52]([CH3:61])=[C:53]([O:58][CH2:59][CH3:60])[CH:54]=[CH:55][C:56]=3[O:65][CH2:64][CH2:63]2)=[C:46]([CH3:66])[CH:45]=[C:44]([CH3:67])[N:43]=1)[C:35]1[CH:36]=[CH:37][CH:38]=[CH:39][CH:40]=1. (5) Given the reactants [Br:1][C:2]1[CH:3]=[C:4]2[C:9](=[CH:10][CH:11]=1)[N:8]=[CH:7][C:6]([C:12]1[N:16]([CH3:17])[N:15]=[CH:14][CH:13]=1)=[C:5]2Cl.[OH-].[K+].CS(C)=[O:23], predict the reaction product. The product is: [Br:1][C:2]1[CH:3]=[C:4]2[C:9](=[CH:10][CH:11]=1)[N:8]=[CH:7][C:6]([C:12]1[N:16]([CH3:17])[N:15]=[CH:14][CH:13]=1)=[C:5]2[OH:23].